This data is from Forward reaction prediction with 1.9M reactions from USPTO patents (1976-2016). The task is: Predict the product of the given reaction. The product is: [CH3:8][C:3]1[CH:4]=[CH:5][CH:6]=[CH:7][C:2]=1[C:18](=[O:21])[CH2:17][CH2:16][CH2:15][N:9]1[CH2:14][CH2:13][CH2:12][CH2:11][CH2:10]1. Given the reactants I[C:2]1[CH:7]=[CH:6][CH:5]=[CH:4][C:3]=1[CH3:8].[N:9]1([CH2:15][CH2:16][CH2:17][C:18]#N)[CH2:14][CH2:13][CH2:12][CH2:11][CH2:10]1.C(O)(C(F)(F)F)=[O:21].CC#N, predict the reaction product.